Dataset: Forward reaction prediction with 1.9M reactions from USPTO patents (1976-2016). Task: Predict the product of the given reaction. (1) Given the reactants [C:1]([N:5]1[C:9]([C:10]2[CH:15]=[CH:14][C:13]([CH:16]3[CH2:21][CH2:20][CH2:19][CH2:18][CH2:17]3)=[CH:12][CH:11]=2)=[CH:8][C:7]([CH:22]=[N:23]O)=[N:6]1)([CH3:4])([CH3:3])[CH3:2].[H-].[Al+3].[Li+].[H-].[H-].[H-].CCCCCC.CCOC(C)=O, predict the reaction product. The product is: [C:1]([N:5]1[C:9]([C:10]2[CH:11]=[CH:12][C:13]([CH:16]3[CH2:17][CH2:18][CH2:19][CH2:20][CH2:21]3)=[CH:14][CH:15]=2)=[CH:8][C:7]([CH2:22][NH2:23])=[N:6]1)([CH3:4])([CH3:3])[CH3:2]. (2) Given the reactants [F-].[K+].[NH2:3][C:4]1[C:9]([F:10])=[C:8](Cl)[N:7]=[C:6]([C:12]([O:14][CH3:15])=[O:13])[C:5]=1[Cl:16].[CH3:17][O:18][C:19]1[C:24](B2OC(C)(C)C(C)(C)O2)=[CH:23][CH:22]=[C:21]([C:34]([F:37])([F:36])[F:35])[N:20]=1.C(#N)C, predict the reaction product. The product is: [NH2:3][C:4]1[C:5]([Cl:16])=[C:6]([C:12]([O:14][CH3:15])=[O:13])[N:7]=[C:8]([C:24]2[C:19]([O:18][CH3:17])=[N:20][C:21]([C:34]([F:37])([F:35])[F:36])=[CH:22][CH:23]=2)[C:9]=1[F:10].